The task is: Predict the reaction yield, written as a fraction of the theoretical maximum amount of product (1.0 means a 100% yield; for example, 0.34 means a 34% yield).. This data is from Reaction yield outcomes from USPTO patents with 853,638 reactions. (1) The catalyst is C(OCC)C. The yield is 0.690. The reactants are [H-].[H-].[H-].[H-].[Li+].[Al+3].[CH3:7][O:8][C:9]1[CH:39]=[CH:38][C:12]([C:13]([O:28][CH2:29][C:30]2[CH:31]=[C:32]([CH:35]=[CH:36][CH:37]=2)[C:33]#[N:34])([C:22]2[CH:27]=[CH:26][CH:25]=[CH:24][CH:23]=2)[C:14]2[CH:19]=[CH:18][C:17]([O:20][CH3:21])=[CH:16][CH:15]=2)=[CH:11][CH:10]=1.O.CO. The product is [CH3:21][O:20][C:17]1[CH:16]=[CH:15][C:14]([C:13]([O:28][CH2:29][C:30]2[CH:31]=[C:32]([CH:35]=[CH:36][CH:37]=2)[CH2:33][NH2:34])([C:22]2[CH:27]=[CH:26][CH:25]=[CH:24][CH:23]=2)[C:12]2[CH:11]=[CH:10][C:9]([O:8][CH3:7])=[CH:39][CH:38]=2)=[CH:19][CH:18]=1. (2) The reactants are [H-].[H-].[H-].[H-].[Li+].[Al+3].C[O:8][C:9](=O)[CH2:10][O:11][CH:12]1[CH2:17][CH2:16][N:15]([C:18]([O:20][C:21]([CH3:24])([CH3:23])[CH3:22])=[O:19])[CH2:14][CH2:13]1. The catalyst is C1COCC1. The product is [OH:8][CH2:9][CH2:10][O:11][CH:12]1[CH2:17][CH2:16][N:15]([C:18]([O:20][C:21]([CH3:24])([CH3:23])[CH3:22])=[O:19])[CH2:14][CH2:13]1. The yield is 0.740. (3) The reactants are [Cl:1][C:2]1[CH2:6][C:5]([CH3:8])([CH3:7])[CH2:4][C:3]=1[CH:9]=O.[CH2:11]([O:13][C:14]([CH:16]=P(C1C=CC=CC=1)(C1C=CC=CC=1)C1C=CC=CC=1)=[O:15])[CH3:12]. The catalyst is C1C=CC=CC=1. The product is [Cl:1][C:2]1[CH2:6][C:5]([CH3:7])([CH3:8])[CH2:4][C:3]=1/[CH:9]=[CH:16]/[C:14]([O:13][CH2:11][CH3:12])=[O:15]. The yield is 0.370. (4) The reactants are [NH2:1][C:2]1[C:9]([O:10][CH2:11][CH2:12][C:13]2[CH:18]=[CH:17][CH:16]=[CH:15][N:14]=2)=[CH:8][C:7](B2OC(C)(C)C(C)(C)O2)=[CH:6][C:3]=1[C:4]#[N:5].[OH-].[Na+].OO.Cl.C(=O)([O-])[OH:34].[Na+]. The catalyst is CO. The product is [NH2:1][C:2]1[C:9]([O:10][CH2:11][CH2:12][C:13]2[CH:18]=[CH:17][CH:16]=[CH:15][N:14]=2)=[CH:8][C:7]([OH:34])=[CH:6][C:3]=1[C:4]#[N:5]. The yield is 0.780. (5) The reactants are [CH3:1][C:2]1[CH:6]=[C:5]([CH3:7])[N:4]([C:8]2[CH:13]=[CH:12][C:11]([OH:14])=[CH:10][CH:9]=2)[N:3]=1.Cl.Cl[CH2:17][CH2:18][N:19]1[CH2:24][CH2:23][CH2:22][CH2:21][CH2:20]1. No catalyst specified. The product is [CH3:1][C:2]1[CH:6]=[C:5]([CH3:7])[N:4]([C:8]2[CH:13]=[CH:12][C:11]([O:14][CH2:17][CH2:18][N:19]3[CH2:24][CH2:23][CH2:22][CH2:21][CH2:20]3)=[CH:10][CH:9]=2)[N:3]=1. The yield is 0.440. (6) The reactants are [CH2:1]([O:8][C:9]1[CH:18]=[C:17]2[C:12]([C:13](=O)[NH:14][CH:15]=[N:16]2)=[CH:11][CH:10]=1)[C:2]1[CH:7]=[CH:6][CH:5]=[CH:4][CH:3]=1.P(Cl)(Cl)([Cl:22])=O. No catalyst specified. The product is [CH2:1]([O:8][C:9]1[CH:18]=[C:17]2[C:12]([C:13]([Cl:22])=[N:14][CH:15]=[N:16]2)=[CH:11][CH:10]=1)[C:2]1[CH:7]=[CH:6][CH:5]=[CH:4][CH:3]=1. The yield is 0.900.